From a dataset of Reaction yield outcomes from USPTO patents with 853,638 reactions. Predict the reaction yield, written as a fraction of the theoretical maximum amount of product (1.0 means a 100% yield; for example, 0.34 means a 34% yield). The product is [Cl:1][CH:2]1[C:10](=[C:11]=[N:25][NH:24][C:26]([O:28][CH3:29])=[O:27])[C:9]2[C:4](=[CH:5][C:6]([Cl:14])=[C:7]([Cl:13])[CH:8]=2)[N:3]1[C@@H:15]1[O:21][C@H:20]([CH2:22][OH:23])[C@@H:18]([OH:19])[C@H:16]1[OH:17]. The catalyst is CO. The reactants are [Cl:1][C:2]1[N:3]([C@@H:15]2[O:21][C@H:20]([CH2:22][OH:23])[C@@H:18]([OH:19])[C@H:16]2[OH:17])[C:4]2[C:9]([C:10]=1[CH:11]=O)=[CH:8][C:7]([Cl:13])=[C:6]([Cl:14])[CH:5]=2.[NH:24]([C:26]([O:28][CH3:29])=[O:27])[NH2:25].O. The yield is 0.850.